This data is from Reaction yield outcomes from USPTO patents with 853,638 reactions. The task is: Predict the reaction yield, written as a fraction of the theoretical maximum amount of product (1.0 means a 100% yield; for example, 0.34 means a 34% yield). (1) The reactants are I[C:2]1[CH:7]=[CH:6][N:5]=[C:4]([S:8][CH3:9])[N:3]=1.C(N(CC)CC)C.[CH3:17][CH:18]([CH3:22])[CH2:19][C:20]#[CH:21].O. The catalyst is O1CCCC1.[Cu]I.CCOCC. The product is [CH3:17][CH:18]([CH3:22])[CH2:19][C:20]#[C:21][C:2]1[CH:7]=[CH:6][N:5]=[C:4]([S:8][CH3:9])[N:3]=1. The yield is 0.920. (2) The reactants are Br[C:2]1[CH:3]=[C:4]([NH:10][C:11]2[CH:15]=[C:14]([CH3:16])[NH:13][N:12]=2)[C:5](=[O:9])[N:6]([CH3:8])[CH:7]=1.C([O:20][CH2:21][C:22]1[C:23]([N:37]2[CH2:49][CH2:48][N:40]3[C:41]4[CH2:42][CH2:43][CH2:44][CH2:45][C:46]=4[CH:47]=[C:39]3[C:38]2=[O:50])=[N:24][CH:25]=[CH:26][C:27]=1B1OC(C)(C)C(C)(C)O1)(=O)C.[O-]P([O-])([O-])=O.[K+].[K+].[K+].CC([O-])=O.[Na+]. The catalyst is CC#N.O.C1C=CC(P(C2C=CC=CC=2)[C-]2C=CC=C2)=CC=1.C1C=CC(P(C2C=CC=CC=2)[C-]2C=CC=C2)=CC=1.Cl[Pd]Cl.[Fe+2]. The product is [CH3:8][N:6]1[C:5](=[O:9])[C:4]([NH:10][C:11]2[CH:15]=[C:14]([CH3:16])[NH:13][N:12]=2)=[CH:3][C:2]([C:27]2[C:22]([CH:21]=[O:20])=[C:23]([N:37]3[CH2:49][CH2:48][N:40]4[C:41]5[CH2:42][CH2:43][CH2:44][CH2:45][C:46]=5[CH:47]=[C:39]4[C:38]3=[O:50])[N:24]=[CH:25][CH:26]=2)=[CH:7]1. The yield is 0.350. (3) The reactants are [Br:1][C:2]1[CH:3]=[C:4]([CH:6]=[CH:7][C:8]=1[CH3:9])[NH2:5].[C:10](OC(=O)C)(=[O:12])[CH3:11]. The catalyst is C(Cl)Cl. The product is [C:10]([NH:5][C:4]1[CH:6]=[CH:7][C:8]([CH3:9])=[C:2]([Br:1])[CH:3]=1)(=[O:12])[CH3:11]. The yield is 0.990. (4) The reactants are Br[C:2]1[CH:11]=[CH:10][C:5]([C:6]([O:8][CH3:9])=[O:7])=[CH:4][CH:3]=1.C1(P(C2C=CC=CC=2)C2C=CC=CC=2)C=CC=CC=1.[CH2:31]([OH:35])[CH2:32][C:33]#[CH:34]. The catalyst is C(NCC)C.[Pd](Cl)Cl.[Cu](I)I. The product is [CH3:9][O:8][C:6](=[O:7])[C:5]1[CH:10]=[CH:11][C:2]([C:34]#[C:33][CH2:32][CH2:31][OH:35])=[CH:3][CH:4]=1. The yield is 0.940.